Dataset: Full USPTO retrosynthesis dataset with 1.9M reactions from patents (1976-2016). Task: Predict the reactants needed to synthesize the given product. (1) The reactants are: [Cl:1][C:2]1[N:7]=[C:6]([N:8]2[CH2:13][CH2:12][O:11][CH2:10][CH2:9]2)[N:5]=[C:4]([NH:14][CH2:15][CH2:16][NH:17][C:18]2[CH:23]=[CH:22][CH:21]=[CH:20][CH:19]=2)[CH:3]=1.[C:24](Cl)(Cl)=[O:25].C1(C)C=CC=CC=1.CCN(C(C)C)C(C)C. Given the product [Cl:1][C:2]1[N:7]=[C:6]([N:8]2[CH2:13][CH2:12][O:11][CH2:10][CH2:9]2)[N:5]=[C:4]([N:14]2[CH2:15][CH2:16][N:17]([C:18]3[CH:23]=[CH:22][CH:21]=[CH:20][CH:19]=3)[C:24]2=[O:25])[CH:3]=1, predict the reactants needed to synthesize it. (2) Given the product [C:27]([O:31][C:32]([N:34]1[CH2:39][CH2:38][CH:37]([N:17]2[C:5]3[C:6](=[CH:7][CH:8]=[CH:9][C:4]=3[CH2:3][OH:20])[CH:10]=[CH:11]2)[CH2:36][CH2:35]1)=[O:33])([CH3:30])([CH3:28])[CH3:29], predict the reactants needed to synthesize it. The reactants are: CO[C:3](=[O:20])[C:4]1[CH:9]=[CH:8][CH:7]=[C:6]([CH2:10][CH2:11]C(OC)OC)[C:5]=1[N+:17]([O-])=O.[H-].[Al+3].[Li+].[H-].[H-].[H-].[C:27]([O:31][C:32]([N:34]1[CH2:39][CH2:38][C:37](=O)[CH2:36][CH2:35]1)=[O:33])([CH3:30])([CH3:29])[CH3:28].C([BH3-])#N.[Na+].C(=O)([O-])[O-].[K+].[K+]. (3) Given the product [Cl:27][C:28]1[CH:33]=[CH:32][CH:31]=[CH:30][C:29]=1[CH2:34][NH:35][C:36]([NH:26][C:21]1[CH:22]=[CH:23][CH:24]=[CH:25][C:20]=1[C:11]1[CH:12]=[C:13]([C:16]([OH:18])=[O:17])[C:14](=[O:15])[N:9]([OH:8])[CH:10]=1)=[O:37], predict the reactants needed to synthesize it. The reactants are: FC(F)(F)C([O-])=O.[OH:8][N:9]1[C:14](=[O:15])[C:13]([C:16]([O:18]C)=[O:17])=[CH:12][C:11]([C:20]2[CH:25]=[CH:24][CH:23]=[CH:22][C:21]=2[NH3+:26])=[CH:10]1.[Cl:27][C:28]1[CH:33]=[CH:32][CH:31]=[CH:30][C:29]=1[CH2:34][N:35]=[C:36]=[O:37].[OH-].[K+]. (4) Given the product [NH2:19][CH2:18][CH:17]([CH2:30][CH:31]([CH3:33])[CH3:32])[C:15]([NH:14][C:5]1[CH:6]=[CH:7][C:8]([C:9]2[O:13][CH:12]=[N:11][CH:10]=2)=[C:3]([O:2][CH3:1])[CH:4]=1)=[O:16], predict the reactants needed to synthesize it. The reactants are: [CH3:1][O:2][C:3]1[CH:4]=[C:5]([NH:14][C:15]([CH:17]([CH2:30][CH:31]([CH3:33])[CH3:32])[CH2:18][NH:19]C(=O)OCC2C=CC=CC=2)=[O:16])[CH:6]=[CH:7][C:8]=1[C:9]1[O:13][CH:12]=[N:11][CH:10]=1.[OH-].[NH4+]. (5) The reactants are: [CH3:1][O:2][C:3]1[C:12]([NH:13][C:14](=[O:18])OCC)=[N:11][C:10]2[C:5](=[CH:6][CH:7]=[C:8]([O:19][CH3:20])[CH:9]=2)[N:4]=1.[N+:21]([C:24]1[CH:29]=[CH:28][C:27]([N:30]2[CH2:35][CH2:34][NH:33][CH2:32][CH2:31]2)=[CH:26][CH:25]=1)([O-:23])=[O:22]. Given the product [CH3:1][O:2][C:3]1[C:12]([NH:13][C:14]([N:33]2[CH2:34][CH2:35][N:30]([C:27]3[CH:26]=[CH:25][C:24]([N+:21]([O-:23])=[O:22])=[CH:29][CH:28]=3)[CH2:31][CH2:32]2)=[O:18])=[N:11][C:10]2[C:5](=[CH:6][CH:7]=[C:8]([O:19][CH3:20])[CH:9]=2)[N:4]=1, predict the reactants needed to synthesize it. (6) The reactants are: Cl[C:2]1[N:3]=[C:4]([NH:25][CH2:26][C:27]2[CH:32]=[CH:31][C:30]([O:33][CH3:34])=[CH:29][C:28]=2[O:35][CH3:36])[C:5](=[O:24])[N:6]([CH:8]2[CH2:13][CH2:12][CH2:11][N:10]([C:14]([O:16][CH2:17][C:18]3[CH:23]=[CH:22][CH:21]=[CH:20][CH:19]=3)=[O:15])[CH2:9]2)[CH:7]=1.C([O:44][C:45]1[CH:50]=[CH:49][C:48]([F:51])=[CH:47][C:46]=1B(O)O)C1C=CC=CC=1.C(=O)([O-])[O-].[Cs+].[Cs+]. Given the product [CH3:36][O:35][C:28]1[CH:29]=[C:30]([O:33][CH3:34])[CH:31]=[CH:32][C:27]=1[CH2:26][NH:25][C:4]1[C:5](=[O:24])[N:6]([CH:8]2[CH2:13][CH2:12][CH2:11][N:10]([C:14]([O:16][CH2:17][C:18]3[CH:23]=[CH:22][CH:21]=[CH:20][CH:19]=3)=[O:15])[CH2:9]2)[CH:7]=[C:2]([C:50]2[CH:49]=[C:48]([F:51])[CH:47]=[CH:46][C:45]=2[OH:44])[N:3]=1, predict the reactants needed to synthesize it. (7) Given the product [C:37]([CH2:38][CH2:39][NH:40][C:19]([CH:18]1[C:17]2[C:13]3=[C:14]([C:22](=[O:26])[N:23]([CH3:25])[CH:24]=[C:12]3[C:11]3[CH:27]=[C:28]([CH2:31][S:32]([CH3:35])(=[O:34])=[O:33])[CH:29]=[CH:30][C:10]=3[N:9]1[C:3]1[CH:4]=[CH:5][C:6]([F:8])=[CH:7][C:2]=1[F:1])[NH:15][CH:16]=2)=[O:21])#[N:36], predict the reactants needed to synthesize it. The reactants are: [F:1][C:2]1[CH:7]=[C:6]([F:8])[CH:5]=[CH:4][C:3]=1[N:9]1[CH:18]([C:19]([OH:21])=O)[C:17]2[C:13]3=[C:14]([C:22](=[O:26])[N:23]([CH3:25])[CH:24]=[C:12]3[C:11]3[CH:27]=[C:28]([CH2:31][S:32]([CH3:35])(=[O:34])=[O:33])[CH:29]=[CH:30][C:10]1=3)[NH:15][CH:16]=2.[NH2:36][CH2:37][CH2:38][C:39]#[N:40].CN(C(ON1N=NC2C=CC=NC1=2)=[N+](C)C)C.F[P-](F)(F)(F)(F)F.